Dataset: NCI-60 drug combinations with 297,098 pairs across 59 cell lines. Task: Regression. Given two drug SMILES strings and cell line genomic features, predict the synergy score measuring deviation from expected non-interaction effect. (1) Drug 1: C1=C(C(=O)NC(=O)N1)N(CCCl)CCCl. Drug 2: CC1CCC2CC(C(=CC=CC=CC(CC(C(=O)C(C(C(=CC(C(=O)CC(OC(=O)C3CCCCN3C(=O)C(=O)C1(O2)O)C(C)CC4CCC(C(C4)OC)O)C)C)O)OC)C)C)C)OC. Cell line: M14. Synergy scores: CSS=32.2, Synergy_ZIP=3.23, Synergy_Bliss=2.00, Synergy_Loewe=2.52, Synergy_HSA=2.84. (2) Drug 1: CN1CCC(CC1)COC2=C(C=C3C(=C2)N=CN=C3NC4=C(C=C(C=C4)Br)F)OC. Drug 2: C1=CC=C(C=C1)NC(=O)CCCCCCC(=O)NO. Cell line: NCI-H226. Synergy scores: CSS=13.6, Synergy_ZIP=-2.15, Synergy_Bliss=3.95, Synergy_Loewe=2.54, Synergy_HSA=3.55. (3) Drug 1: C1C(C(OC1N2C=NC3=C(N=C(N=C32)Cl)N)CO)O. Drug 2: CC1=C(C=C(C=C1)NC(=O)C2=CC=C(C=C2)CN3CCN(CC3)C)NC4=NC=CC(=N4)C5=CN=CC=C5. Cell line: LOX IMVI. Synergy scores: CSS=27.8, Synergy_ZIP=-4.07, Synergy_Bliss=-2.44, Synergy_Loewe=-31.3, Synergy_HSA=-1.82. (4) Drug 1: CCCCCOC(=O)NC1=NC(=O)N(C=C1F)C2C(C(C(O2)C)O)O. Drug 2: CC(C)NC(=O)C1=CC=C(C=C1)CNNC.Cl. Cell line: NCI-H322M. Synergy scores: CSS=-0.403, Synergy_ZIP=0.699, Synergy_Bliss=0.596, Synergy_Loewe=-2.40, Synergy_HSA=-1.83. (5) Drug 1: CN(CC1=CN=C2C(=N1)C(=NC(=N2)N)N)C3=CC=C(C=C3)C(=O)NC(CCC(=O)O)C(=O)O. Drug 2: CN(CCCl)CCCl.Cl. Cell line: OVCAR3. Synergy scores: CSS=38.7, Synergy_ZIP=-0.704, Synergy_Bliss=2.72, Synergy_Loewe=-33.1, Synergy_HSA=-2.02. (6) Drug 1: CC(C1=C(C=CC(=C1Cl)F)Cl)OC2=C(N=CC(=C2)C3=CN(N=C3)C4CCNCC4)N. Synergy scores: CSS=-1.33, Synergy_ZIP=0.305, Synergy_Bliss=-0.467, Synergy_Loewe=-3.90, Synergy_HSA=-3.28. Drug 2: CC(C)CN1C=NC2=C1C3=CC=CC=C3N=C2N. Cell line: SF-539. (7) Drug 1: C1CC2CC3=C(CC1C24CN(S(=O)(=O)N4)CC(F)(F)F)C=CC(=C3)C=CCN5CCC(CC5)C(F)(F)F. Drug 2: CC(C)(C#N)C1=CC=C(C=C1)N2C3=C4C=C(C=CC4=NC=C3N(C2=O)C)C5=CC6=CC=CC=C6N=C5. Cell line: HCT116. Synergy scores: CSS=59.8, Synergy_ZIP=1.85, Synergy_Bliss=1.85, Synergy_Loewe=-1.51, Synergy_HSA=5.77.